Dataset: Full USPTO retrosynthesis dataset with 1.9M reactions from patents (1976-2016). Task: Predict the reactants needed to synthesize the given product. (1) Given the product [CH2:1]([O:8][C@H:9]1[C@@H:10]2[O:21][CH2:20][C@@H:13]1[O:12][C@H:11]2[N:26]1[CH:34]=[N:33][C:32]2[C:27]1=[N:28][CH:29]=[N:30][C:31]=2[NH:35][C:36](=[O:43])[C:37]1[CH:42]=[CH:41][CH:40]=[CH:39][CH:38]=1)[C:2]1[CH:7]=[CH:6][CH:5]=[CH:4][CH:3]=1, predict the reactants needed to synthesize it. The reactants are: [CH2:1]([O:8][C@H:9]1[C:13]([CH2:20][O:21]S(C)(=O)=O)(COS(C)(=O)=O)[O:12][C@@H:11]([N:26]2[CH:34]=[N:33][C:32]3[C:27]2=[N:28][CH:29]=[N:30][C:31]=3[NH:35][C:36](=[O:43])[C:37]2[CH:42]=[CH:41][CH:40]=[CH:39][CH:38]=2)[C@@H:10]1OS(C(F)(F)F)(=O)=O)[C:2]1[CH:7]=[CH:6][CH:5]=[CH:4][CH:3]=1.[Li+].[OH-].Cl.CCOC(C)=O. (2) Given the product [CH3:12][O:11][C:4]1[CH:3]=[C:2]([N:13]2[CH2:18][CH2:17][O:16][CH2:15][CH2:14]2)[CH:9]=[C:8]([CH3:10])[C:5]=1[C:6]#[N:7], predict the reactants needed to synthesize it. The reactants are: Br[C:2]1[CH:9]=[C:8]([CH3:10])[C:5]([C:6]#[N:7])=[C:4]([O:11][CH3:12])[CH:3]=1.[NH:13]1[CH2:18][CH2:17][O:16][CH2:15][CH2:14]1.C(=O)([O-])[O-].[Cs+].[Cs+].C1(P(C2C=CC=CC=2)C2C=CC3C(=CC=CC=3)C=2C2C3C(=CC=CC=3)C=CC=2P(C2C=CC=CC=2)C2C=CC=CC=2)C=CC=CC=1. (3) Given the product [F:12][C:7]1[C:6]([CH:3]2[CH2:4][CH2:5][O:1][CH2:2]2)=[CH:11][CH:10]=[CH:9][N:8]=1, predict the reactants needed to synthesize it. The reactants are: [O:1]1[CH:5]=[CH:4][CH:3]([C:6]2[C:7]([F:12])=[N:8][CH:9]=[CH:10][CH:11]=2)[CH2:2]1. (4) Given the product [F:15][C:16]1[C:24]([O:26][CH3:2])=[CH:23][CH:22]=[C:21]([C:7]2[CH:8]=[CH:9][CH:10]=[CH:11][CH:12]=2)[C:17]=1[C:18]([OH:20])=[O:19], predict the reactants needed to synthesize it. The reactants are: [Li][CH2:2]CCC.Br[C:7]1[CH:12]=[CH:11][C:10](OC)=[CH:9][CH:8]=1.[F:15][C:16]1[CH:24]=[CH:23][CH:22]=[C:21](F)[C:17]=1[C:18]([OH:20])=[O:19].[OH2:26].